This data is from CYP2C9 inhibition data for predicting drug metabolism from PubChem BioAssay. The task is: Regression/Classification. Given a drug SMILES string, predict its absorption, distribution, metabolism, or excretion properties. Task type varies by dataset: regression for continuous measurements (e.g., permeability, clearance, half-life) or binary classification for categorical outcomes (e.g., BBB penetration, CYP inhibition). Dataset: cyp2c9_veith. (1) The compound is Cc1nnc(S(=O)(=O)c2ccc(N=Nc3c(N)nc(N)nc3N)cc2)s1. The result is 0 (non-inhibitor). (2) The drug is CCCCN1C(=O)CC(Sc2ccccc2C(=O)O)C1=O. The result is 0 (non-inhibitor). (3) The drug is O=[N+]([O-])c1ccc(CS(=O)Cc2ccccc2)cc1. The result is 0 (non-inhibitor). (4) The drug is COc1cccc([C@@H]2Oc3ccc(OC)cc3C(=O)[C@H]2O)c1. The result is 0 (non-inhibitor). (5) The compound is CCOc1ccc(CNC(=O)C2CC(=O)N(C3CCCC3)C2)cc1OC. The result is 0 (non-inhibitor).